This data is from Catalyst prediction with 721,799 reactions and 888 catalyst types from USPTO. The task is: Predict which catalyst facilitates the given reaction. (1) Reactant: [CH3:1][O:2][C:3]1[CH:4]=[C:5]([CH:11]2[CH2:16][CH2:15][CH2:14][NH:13][CH2:12]2)[CH:6]=[C:7]([O:9][CH3:10])[CH:8]=1.[F:17][C:18]([F:23])([F:22])[C@@H:19]1[CH2:21][O:20]1. Product: [CH3:1][O:2][C:3]1[CH:4]=[C:5]([CH:11]2[CH2:16][CH2:15][CH2:14][N:13]([CH2:21][C@H:19]([OH:20])[C:18]([F:23])([F:22])[F:17])[CH2:12]2)[CH:6]=[C:7]([O:9][CH3:10])[CH:8]=1. The catalyst class is: 10. (2) Reactant: [CH3:1][CH2:2][CH2:3][CH2:4][C:5]1[N:9]([CH2:10][C:11]2[CH:12]=[CH:13][C:14]([C:17]([OH:19])=[O:18])=[CH:15][CH:16]=2)[C:8](/[CH:20]=[C:21](/[C:28]([OH:30])=[O:29])\[CH2:22][C:23]2[S:27][CH:26]=[CH:25][CH:24]=2)=[CH:7][N:6]=1.C([O-])(=O)C.[OH-].[Na+]. Product: [CH3:1][CH2:2][CH2:3][CH2:4][C:5]1[N:9]([CH2:10][C:11]2[CH:12]=[CH:13][C:14]([C:17]([OH:19])=[O:18])=[CH:15][CH:16]=2)[C:8](/[CH:20]=[C:21](/[C:28]([OH:30])=[O:29])\[CH2:22][C:23]2[S:27][CH:26]=[CH:25][CH:24]=2)=[CH:7][N:6]=1. The catalyst class is: 6. (3) Reactant: Br[C:2]1[CH:3]=[C:4]2[C:10]([CH3:11])=[N:9][NH:8][C:5]2=[CH:6][N:7]=1.[F:12][C:13]1[CH:14]=[C:15](B(O)O)[CH:16]=[CH:17][CH:18]=1.C([O-])([O-])=O.[Na+].[Na+]. Product: [F:12][C:13]1[CH:18]=[C:17]([C:2]2[CH:3]=[C:4]3[C:10]([CH3:11])=[N:9][NH:8][C:5]3=[CH:6][N:7]=2)[CH:16]=[CH:15][CH:14]=1. The catalyst class is: 294. (4) The catalyst class is: 16. Product: [CH3:1][CH2:2][O:3][C:4]([C:6]1[N:7]([C:18]([O:20][C:21]([CH3:24])([CH3:23])[CH3:22])=[O:19])[C:8]2[C:13]([CH:14]=1)=[CH:12][C:11]([Cl:15])=[CH:10][C:9]=2[CH2:16][C:25]#[N:26])=[O:5]. Reactant: [CH3:1][CH2:2][O:3][C:4]([C:6]1[N:7]([C:18]([O:20][C:21]([CH3:24])([CH3:23])[CH3:22])=[O:19])[C:8]2[C:13]([CH:14]=1)=[CH:12][C:11]([Cl:15])=[CH:10][C:9]=2[CH2:16]Br)=[O:5].[C-:25]#[N:26].[Na+].[Cl-].[NH4+]. (5) Reactant: [CH2:1]([O:3][C:4]1[CH:29]=[CH:28][C:7]([CH2:8][C:9]2[N:13]([CH2:14][CH2:15][N:16]([CH2:19][CH3:20])[CH2:17][CH3:18])[C:12]3[CH:21]=[CH:22][C:23]([N+:25]([O-])=O)=[CH:24][C:11]=3[N:10]=2)=[CH:6][CH:5]=1)[CH3:2].[C:30]([N:38]=[C:39]=[S:40])(=[O:37])[C:31]1[CH:36]=[CH:35][CH:34]=[CH:33][CH:32]=1. Product: [CH2:17]([N:16]([CH2:19][CH3:20])[CH2:15][CH2:14][N:13]1[C:12]2[CH:21]=[CH:22][C:23]([NH:25][C:39]([NH:38][C:30](=[O:37])[C:31]3[CH:32]=[CH:33][CH:34]=[CH:35][CH:36]=3)=[S:40])=[CH:24][C:11]=2[N:10]=[C:9]1[CH2:8][C:7]1[CH:28]=[CH:29][C:4]([O:3][CH2:1][CH3:2])=[CH:5][CH:6]=1)[CH3:18]. The catalyst class is: 7.